Dataset: Forward reaction prediction with 1.9M reactions from USPTO patents (1976-2016). Task: Predict the product of the given reaction. (1) Given the reactants C(OC(=O)[NH:10][CH2:11][CH2:12][CH2:13][C@H:14]1[CH2:18][NH:17]/[C:16](=[N:19]\[C:20]([C:22]2[C:27]([NH2:28])=[N:26][C:25]([NH2:29])=[C:24]([Cl:30])[N:23]=2)=[O:21])/[NH:15]1)C1C=CC=CC=1.I[Si](C)(C)C, predict the reaction product. The product is: [NH2:10][CH2:11][CH2:12][CH2:13][C@H:14]1[CH2:18][NH:17]/[C:16](=[N:19]\[C:20]([C:22]2[C:27]([NH2:28])=[N:26][C:25]([NH2:29])=[C:24]([Cl:30])[N:23]=2)=[O:21])/[NH:15]1. (2) Given the reactants C([C:7]1([CH2:26]CCCCC)[C:19]2[CH:18]=[C:17](B(O)O)[CH:16]=C[C:14]=2[C:13]2[C:8]1=[CH:9][C:10](B(O)O)=[CH:11][CH:12]=2)CCCCC.Br[C:33]1[CH:34]=[CH:35][C:36]([C:39]2[CH:40]=[N:41][CH:42]=[CH:43][CH:44]=2)=[N:37][CH:38]=1.P([O-])([O-])([O-])=O.[K+].[K+].[K+], predict the reaction product. The product is: [N:37]1[CH:38]=[C:33]([C:11]2[CH:10]=[CH:9][C:8]3[C:7]4[C:19](=[CH:18][C:17]([C:33]5[CH:34]=[CH:35][C:36]([C:39]6[CH:40]=[N:41][CH:42]=[CH:43][CH:44]=6)=[N:37][CH:38]=5)=[CH:16][CH:26]=4)[C:14]([CH2:26][CH2:7][CH2:8][CH2:9][CH2:10][CH3:11])([CH2:12][CH2:13][CH2:14][CH2:19][CH2:18][CH3:17])[C:13]=3[CH:12]=2)[CH:34]=[CH:35][C:36]=1[C:39]1[CH:40]=[N:41][CH:42]=[CH:43][CH:44]=1. (3) Given the reactants [Br:1][C:2]1[CH:7]=[CH:6][C:5]([CH3:8])=[C:4]([F:9])[CH:3]=1.C([N-]C(C)C)(C)C.[Li+].CN(C)[CH:20]=[O:21].C(O)(=O)C, predict the reaction product. The product is: [Br:1][C:2]1[C:3]([CH:20]=[O:21])=[C:4]([F:9])[C:5]([CH3:8])=[CH:6][CH:7]=1. (4) The product is: [CH3:8][N:6]1[C:5](=[O:9])[N:4]([CH3:10])[C:3](=[O:11])[C:2]([N:19]2[CH2:20][CH2:21][CH:17]([O:16][C:15]3[CH:22]=[CH:23][CH:24]=[CH:25][C:14]=3[C:13]([F:12])([F:27])[F:26])[CH2:18]2)=[N:7]1.[CH2:15]([OH:16])[CH2:14][CH2:25][CH3:24]. Given the reactants Br[C:2]1[C:3](=[O:11])[N:4]([CH3:10])[C:5](=[O:9])[N:6]([CH3:8])[N:7]=1.[F:12][C:13]([F:27])([F:26])[C:14]1[CH:25]=[CH:24][CH:23]=[CH:22][C:15]=1[O:16][CH:17]1[CH2:21][CH2:20][NH:19][CH2:18]1, predict the reaction product. (5) The product is: [CH3:20][O:19][C:17]([C:16]1[CH:15]=[C:14]2[C:13]([CH:12]=[CH:11][NH:23]2)=[CH:22][CH:21]=1)=[O:18]. Given the reactants O1CCCC1.C(O)C.CN(C)/[CH:11]=[CH:12]/[C:13]1[CH:22]=[CH:21][C:16]([C:17]([O:19][CH3:20])=[O:18])=[CH:15][C:14]=1[N+:23]([O-])=O.S(S([O-])=O)([O-])=O.[Na+].[Na+], predict the reaction product. (6) Given the reactants [Si:1]([O:8][C:9]1[C:18]2[C:13](=[CH:14][CH:15]=[CH:16][CH:17]=2)[C:12]([C:19]#[C:20][CH2:21][CH2:22][NH:23][C:24](=[O:33])[O:25][CH2:26][C:27]2[CH:32]=[CH:31][CH:30]=[CH:29][CH:28]=2)=[CH:11][CH:10]=1)([C:4]([CH3:7])([CH3:6])[CH3:5])([CH3:3])[CH3:2].ClC(OCC1C=CC=CC=1)=O, predict the reaction product. The product is: [Si:1]([O:8][C:9]1[C:18]2[C:13](=[CH:14][CH:15]=[CH:16][CH:17]=2)[C:12]([CH2:19][CH2:20][CH2:21][CH2:22][NH:23][C:24](=[O:33])[O:25][CH2:26][C:27]2[CH:32]=[CH:31][CH:30]=[CH:29][CH:28]=2)=[CH:11][CH:10]=1)([C:4]([CH3:7])([CH3:6])[CH3:5])([CH3:3])[CH3:2]. (7) Given the reactants [CH3:1][C:2]1[C:7]([N+:8]([O-:10])=[O:9])=[CH:6][CH:5]=[CH:4][C:3]=1[CH2:11][C:12]([OH:14])=[O:13].[CH2:15]([O:17][C:18](=[O:34])[C:19]([CH2:31][CH2:32]O)([C:25]1[CH:30]=[CH:29][CH:28]=[CH:27][CH:26]=1)[C:20]([O:22][CH2:23][CH3:24])=[O:21])[CH3:16], predict the reaction product. The product is: [CH2:23]([O:22][C:20](=[O:21])[C:19]([CH2:31][CH2:32][O:13][C:12](=[O:14])[CH2:11][C:3]1[CH:4]=[CH:5][CH:6]=[C:7]([N+:8]([O-:10])=[O:9])[C:2]=1[CH3:1])([C:25]1[CH:30]=[CH:29][CH:28]=[CH:27][CH:26]=1)[C:18]([O:17][CH2:15][CH3:16])=[O:34])[CH3:24]. (8) Given the reactants B(O)O.Br[C:5]1[N:10]=[C:9]([CH:11]=[O:12])[CH:8]=[CH:7][CH:6]=1.[F:13][C:14]([F:25])([F:24])[C:15]1[CH:16]=[C:17](B(O)O)[CH:18]=[CH:19][CH:20]=1, predict the reaction product. The product is: [F:13][C:14]([F:25])([F:24])[C:15]1[CH:20]=[C:19]([C:5]2[N:10]=[C:9]([CH:11]=[O:12])[CH:8]=[CH:7][CH:6]=2)[CH:18]=[CH:17][CH:16]=1.